From a dataset of Catalyst prediction with 721,799 reactions and 888 catalyst types from USPTO. Predict which catalyst facilitates the given reaction. (1) Reactant: [O:1]=[C:2]1[C:10]2[C:5](=[CH:6][CH:7]=[CH:8][CH:9]=2)[C:4](=[O:11])[N:3]1[CH2:12][C:13]([NH:15][C:16]1[C:21]([C:22]([NH2:24])=[O:23])=[CH:20][N:19]=[CH:18][N:17]=1)=O.CCN(C(C)C)C(C)C. Product: [O:23]=[C:22]1[C:21]2[C:16](=[N:17][CH:18]=[N:19][CH:20]=2)[N:15]=[C:13]([CH2:12][N:3]2[C:2](=[O:1])[C:10]3[C:5](=[CH:6][CH:7]=[CH:8][CH:9]=3)[C:4]2=[O:11])[NH:24]1. The catalyst class is: 3. (2) Reactant: Cl[C:2]1[CH:18]=[CH:17][C:5]2[CH2:6][CH2:7][N:8](C(=O)C(F)(F)F)[CH2:9][CH2:10][C:4]=2[C:3]=1OS(C(F)(F)F)(=O)=O.C1(CN2C=CC(C3C=CC(CN)=CC=3)=N2)CC1.C1C=CC(P(C2C(C3C(P(C4C=CC=CC=4)C4C=CC=CC=4)=CC=C4C=3C=CC=C4)=C3C(C=CC=C3)=CC=2)C2C=CC=CC=2)=CC=1.C(=O)([O-])[O-].[Cs+].[Cs+]. Product: [CH2:10]1[C:4]2[CH:3]=[CH:2][CH:18]=[CH:17][C:5]=2[CH2:6][CH2:7][NH:8][CH2:9]1. The catalyst class is: 101. (3) Reactant: C(Cl)(=O)C.[CH3:5][O:6][C:7]([C:9]1[CH:25]=[CH:24][C:12]([C:13]([NH:15][NH:16]C(OC(C)(C)C)=O)=[O:14])=[CH:11][CH:10]=1)=[O:8]. Product: [NH:15]([C:13]([C:12]1[CH:24]=[CH:25][C:9]([C:7]([O:6][CH3:5])=[O:8])=[CH:10][CH:11]=1)=[O:14])[NH2:16]. The catalyst class is: 5. (4) Reactant: C([O:3][C:4](=[O:38])[C:5]([C:8]1[CH:13]=[CH:12][C:11]([NH:14][C:15]([NH:17][C:18]2[CH:23]=[CH:22][CH:21]=[CH:20][C:19]=2[O:24][C:25]2[N:26]([C:31]3[CH:36]=[CH:35][CH:34]=[CH:33][C:32]=3[Cl:37])[N:27]=[C:28]([CH3:30])[CH:29]=2)=[O:16])=[CH:10][CH:9]=1)([CH3:7])[CH3:6])C.[Li+].[OH-]. Product: [Cl:37][C:32]1[CH:33]=[CH:34][CH:35]=[CH:36][C:31]=1[N:26]1[C:25]([O:24][C:19]2[CH:20]=[CH:21][CH:22]=[CH:23][C:18]=2[NH:17][C:15](=[O:16])[NH:14][C:11]2[CH:10]=[CH:9][C:8]([C:5]([CH3:6])([CH3:7])[C:4]([OH:38])=[O:3])=[CH:13][CH:12]=2)=[CH:29][C:28]([CH3:30])=[N:27]1. The catalyst class is: 92. (5) Reactant: CO[C:3]([C:5]1[O:9][N:8]=[C:7]([O:10][CH2:11][C:12]2[C:13]([C:18]3[CH:23]=[CH:22][CH:21]=[CH:20][N:19]=3)=[N:14][O:15][C:16]=2[CH3:17])[CH:6]=1)=[O:4].[CH:24]([NH2:27])([CH3:26])[CH3:25].N12CCCNC1=NCCC2. Product: [CH:24]([NH:27][C:3]([C:5]1[O:9][N:8]=[C:7]([O:10][CH2:11][C:12]2[C:13]([C:18]3[CH:23]=[CH:22][CH:21]=[CH:20][N:19]=3)=[N:14][O:15][C:16]=2[CH3:17])[CH:6]=1)=[O:4])([CH3:26])[CH3:25]. The catalyst class is: 11.